This data is from TCR-epitope binding with 47,182 pairs between 192 epitopes and 23,139 TCRs. The task is: Binary Classification. Given a T-cell receptor sequence (or CDR3 region) and an epitope sequence, predict whether binding occurs between them. (1) The epitope is FTYASALWEI. The TCR CDR3 sequence is CASKGDRGFGNQPQHF. Result: 0 (the TCR does not bind to the epitope). (2) The epitope is ILGLPTQTV. The TCR CDR3 sequence is CASSQEVLKSPLHF. Result: 0 (the TCR does not bind to the epitope). (3) The epitope is YLDAYNMMI. The TCR CDR3 sequence is CASSLPTGTATQYF. Result: 1 (the TCR binds to the epitope). (4) The epitope is ARMILMTHF. The TCR CDR3 sequence is CASKAGEITDTQYF. Result: 0 (the TCR does not bind to the epitope). (5) The epitope is RAKFKQLL. The TCR CDR3 sequence is CASSPHRSLSEINNYGYTF. Result: 0 (the TCR does not bind to the epitope). (6) The TCR CDR3 sequence is CASSEWGNQPQHF. The epitope is SLYNTVATL. Result: 0 (the TCR does not bind to the epitope). (7) The epitope is SLVKPSFYV. The TCR CDR3 sequence is CASSPSGGDYNEQFF. Result: 0 (the TCR does not bind to the epitope).